From a dataset of Full USPTO retrosynthesis dataset with 1.9M reactions from patents (1976-2016). Predict the reactants needed to synthesize the given product. (1) Given the product [Si:1]([O:8][C@H:9]1[C@@H:13]([O:14][Si:15]([C:18]([CH3:19])([CH3:21])[CH3:20])([CH3:17])[CH3:16])[C@H:12]([N:22]2[CH:27]=[CH:26][C:25](=[O:28])[N:24]([CH2:63][C:64]3[CH:65]=[CH:66][C:67]([O:87][CH3:86])=[CH:68][CH:69]=3)[C:23]2=[O:29])[O:11][CH:10]1[C@H:30]([OH:62])[C@@H:31]([C:55]([O:57][C:58]([CH3:60])([CH3:59])[CH3:61])=[O:56])[NH:32][CH2:33][CH2:34][CH2:35][NH:36][C:37](=[O:54])[C@@H:38]([CH2:50][CH:51]([CH3:52])[CH3:53])[NH:39][C:40](=[O:49])[O:41][CH2:42][C:43]1[CH:48]=[CH:47][CH:46]=[CH:45][CH:44]=1)([C:4]([CH3:5])([CH3:6])[CH3:7])([CH3:3])[CH3:2], predict the reactants needed to synthesize it. The reactants are: [Si:1]([O:8][C@H:9]1[C@@H:13]([O:14][Si:15]([C:18]([CH3:21])([CH3:20])[CH3:19])([CH3:17])[CH3:16])[C@H:12]([N:22]2[CH:27]=[CH:26][C:25](=[O:28])[NH:24][C:23]2=[O:29])[O:11][CH:10]1[C@H:30]([OH:62])[C@@H:31]([C:55]([O:57][C:58]([CH3:61])([CH3:60])[CH3:59])=[O:56])[NH:32][CH2:33][CH2:34][CH2:35][NH:36][C:37](=[O:54])[C@H:38]([CH2:50][CH:51]([CH3:53])[CH3:52])[NH:39][C:40](=[O:49])[O:41][CH2:42][C:43]1[CH:48]=[CH:47][CH:46]=[CH:45][CH:44]=1)([C:4]([CH3:7])([CH3:6])[CH3:5])([CH3:3])[CH3:2].[CH2:63](OC(=O)N[C@@H](C(=O)NCCC=O)CC(C)C)[C:64]1[CH:69]=[CH:68][CH:67]=[CH:66][CH:65]=1.[C:86](N[C@@H](C(O)=O)CC(C)C)(OCC1C=CC=CC=1)=[O:87].C(O[BH-](OC(=O)C)OC(=O)C)(=O)C.[Na+].C(=O)([O-])[O-].[Na+].[Na+]. (2) Given the product [CH2:36]([C:33]1[O:34][CH:35]=[C:31]([C:28]2[CH:27]=[CH:26][C:25]([O:24][C:21]3[CH:22]=[CH:23][C:18]([CH2:17][CH2:16][C:5]([NH:4][C:1](=[O:3])[CH3:2])([CH2:6][OH:7])[CH2:11][OH:12])=[CH:19][CH:20]=3)=[CH:30][CH:29]=2)[N:32]=1)[CH3:37], predict the reactants needed to synthesize it. The reactants are: [C:1]([NH:4][C:5]([CH2:16][CH2:17][C:18]1[CH:23]=[CH:22][C:21]([O:24][C:25]2[CH:30]=[CH:29][C:28]([C:31]3[N:32]=[C:33]([CH2:36][CH3:37])[O:34][CH:35]=3)=[CH:27][CH:26]=2)=[CH:20][CH:19]=1)([C:11](OCC)=[O:12])[C:6](OCC)=[O:7])(=[O:3])[CH3:2].OP([O-])([O-])=O.[K+].[K+].[BH4-].[Na+].[OH-].[Na+].